This data is from Reaction yield outcomes from USPTO patents with 853,638 reactions. The task is: Predict the reaction yield, written as a fraction of the theoretical maximum amount of product (1.0 means a 100% yield; for example, 0.34 means a 34% yield). (1) The reactants are Cl[C:2]1[CH:7]=[CH:6][N:5]=[C:4]2[CH:8]=[C:9]([C:11]3[N:12]([CH3:16])[CH:13]=[CH:14][N:15]=3)[S:10][C:3]=12.[F:17][C:18]1[CH:38]=[C:37]([N+:39]([O-:41])=[O:40])[CH:36]=[CH:35][C:19]=1[O:20]C1C=CN=C2C=C(C3SC=CN=3)SC=12. No catalyst specified. The product is [F:17][C:18]1[CH:38]=[C:37]([N+:39]([O-:41])=[O:40])[CH:36]=[CH:35][C:19]=1[O:20][C:2]1[CH:7]=[CH:6][N:5]=[C:4]2[CH:8]=[C:9]([C:11]3[N:12]([CH3:16])[CH:13]=[CH:14][N:15]=3)[S:10][C:3]=12. The yield is 0.450. (2) The reactants are C(N)CCC.NO.Cl.[CH2:9]([NH:13][C@H:14]([CH2:17][CH2:18][CH2:19][CH2:20][CH2:21][CH2:22][CH2:23][CH2:24][CH3:25])[C:15]#[CH:16])[CH2:10][CH2:11][CH3:12].Br[C:27]#[C:28][C@@H:29]([OH:33])/[CH:30]=[CH:31]/[CH3:32]. The catalyst is O.C(Cl)Cl.[Cu]Cl. The product is [CH2:9]([NH:13][C@H:14]([CH2:17][CH2:18][CH2:19][CH2:20][CH2:21][CH2:22][CH2:23][CH2:24][CH3:25])[C:15]#[C:16][C:27]#[C:28][C@@H:29]([OH:33])/[CH:30]=[CH:31]/[CH3:32])[CH2:10][CH2:11][CH3:12]. The yield is 0.356. (3) The reactants are [CH2:1]([O:3][C:4](=[O:21])[C:5]([C:8]1[CH:13]=[CH:12][C:11]([CH2:14][CH2:15]OS(C)(=O)=O)=[CH:10][CH:9]=1)([CH3:7])[CH3:6])[CH3:2].C(=O)([O-])[O-].[Na+].[Na+].[CH2:28]([O:30][CH2:31][CH2:32][N:33]1[C:37]2[CH:38]=[CH:39][CH:40]=[CH:41][C:36]=2[N:35]=[C:34]1[CH:42]1[CH2:47][CH2:46][NH:45][CH2:44][CH2:43]1)[CH3:29].CO. The catalyst is O. The product is [CH2:1]([O:3][C:4](=[O:21])[C:5]([C:8]1[CH:13]=[CH:12][C:11]([CH2:14][CH2:15][N:45]2[CH2:46][CH2:47][CH:42]([C:34]3[N:33]([CH2:32][CH2:31][O:30][CH2:28][CH3:29])[C:37]4[CH:38]=[CH:39][CH:40]=[CH:41][C:36]=4[N:35]=3)[CH2:43][CH2:44]2)=[CH:10][CH:9]=1)([CH3:7])[CH3:6])[CH3:2]. The yield is 0.900. (4) The reactants are [H-].[Na+].[CH2:3]([N:10]1[CH2:15][CH2:14][C:13](=[O:16])[CH2:12][CH2:11]1)[C:4]1[CH:9]=[CH:8][CH:7]=[CH:6][CH:5]=1.[CH3:17]I. The catalyst is C1COCC1. The product is [CH2:3]([N:10]1[CH2:15][CH2:14][C:13](=[O:16])[CH:12]([CH3:17])[CH2:11]1)[C:4]1[CH:5]=[CH:6][CH:7]=[CH:8][CH:9]=1. The yield is 0.470. (5) The reactants are [N+:1]([C:4]1[CH:5]=[C:6]([OH:10])[CH:7]=[CH:8][CH:9]=1)([O-:3])=[O:2].CC(C)([O-])C.[K+].Cl[C:18]1[CH:23]=[CH:22][N:21]=[C:20]([C:24]([O:26]C)=[O:25])[CH:19]=1.C(=O)([O-])[O-].[K+].[K+]. The catalyst is O.CN(C)C=O. The product is [N+:1]([C:4]1[CH:5]=[C:6]([CH:7]=[CH:8][CH:9]=1)[O:10][C:18]1[CH:23]=[CH:22][N:21]=[C:20]([C:24]([OH:26])=[O:25])[CH:19]=1)([O-:3])=[O:2]. The yield is 0.0800. (6) The reactants are [O:1]=[C:2]1[NH:11][C:10]2[N:9]=[C:8]([O:12][CH2:13][CH2:14][CH2:15][CH:16]=O)[CH:7]=[CH:6][C:5]=2[CH2:4][CH2:3]1.[Cl:18][C:19]1[CH:20]=[CH:21][C:22]([O:31][CH:32]([CH3:34])[CH3:33])=[C:23]([N:25]2[CH2:30][CH2:29][NH:28][CH2:27][CH2:26]2)[CH:24]=1.[BH-](OC(C)=O)(OC(C)=O)OC(C)=O.[Na+]. The catalyst is ClC(Cl)C.CCOC(C)=O. The product is [Cl:18][C:19]1[CH:20]=[CH:21][C:22]([O:31][CH:32]([CH3:34])[CH3:33])=[C:23]([N:25]2[CH2:26][CH2:27][N:28]([CH2:16][CH2:15][CH2:14][CH2:13][O:12][C:8]3[N:9]=[C:10]4[C:5]([CH2:4][CH2:3][C:2](=[O:1])[NH:11]4)=[CH:6][CH:7]=3)[CH2:29][CH2:30]2)[CH:24]=1. The yield is 0.250. (7) The reactants are [CH:1]1([C@@:4]2([CH3:28])[CH2:8][O:7][C:6](=[O:9])[N:5]2[C:10]2[CH:15]=[CH:14][N:13]=[C:12]([NH:16][C@H:17]([C:19]3[CH:24]=[CH:23][C:22]([CH2:25][OH:26])=[C:21]([F:27])[CH:20]=3)[CH3:18])[N:11]=2)[CH2:3][CH2:2]1. The catalyst is C(Cl)Cl.[O-2].[Mn+4].[O-2]. The product is [CH:1]1([C@@:4]2([CH3:28])[CH2:8][O:7][C:6](=[O:9])[N:5]2[C:10]2[CH:15]=[CH:14][N:13]=[C:12]([NH:16][C@H:17]([C:19]3[CH:24]=[CH:23][C:22]([CH:25]=[O:26])=[C:21]([F:27])[CH:20]=3)[CH3:18])[N:11]=2)[CH2:3][CH2:2]1. The yield is 1.00. (8) The reactants are [CH2:1]([NH:3][C:4]1[CH:12]=[CH:11][C:7]([C:8]([OH:10])=[O:9])=[CH:6][C:5]=1[N+:13]([O-])=O)[CH3:2]. The catalyst is CO.[Pd]. The product is [NH2:13][C:5]1[CH:6]=[C:7]([CH:11]=[CH:12][C:4]=1[NH:3][CH2:1][CH3:2])[C:8]([OH:10])=[O:9]. The yield is 0.950. (9) The reactants are C(=O)([O-])[O-].[Cs+].[Cs+].[CH2:7]([O:9][C:10](=[O:23])[C:11]1[CH:16]=[C:15]([OH:17])[N:14]=[C:13]([NH:18][C@H:19]([CH2:21][CH3:22])[CH3:20])[CH:12]=1)[CH3:8].COC(=O)[C:27](Cl)([F:29])[F:28]. The catalyst is CC(=O)CC. The product is [CH2:7]([O:9][C:10](=[O:23])[C:11]1[CH:16]=[C:15]([O:17][CH:27]([F:29])[F:28])[N:14]=[C:13]([NH:18][C@H:19]([CH2:21][CH3:22])[CH3:20])[CH:12]=1)[CH3:8]. The yield is 0.650.